This data is from CYP1A2 inhibition data for predicting drug metabolism from PubChem BioAssay. The task is: Regression/Classification. Given a drug SMILES string, predict its absorption, distribution, metabolism, or excretion properties. Task type varies by dataset: regression for continuous measurements (e.g., permeability, clearance, half-life) or binary classification for categorical outcomes (e.g., BBB penetration, CYP inhibition). Dataset: cyp1a2_veith. The compound is CC(=O)OC[C@@H]1O[C@H](CCO/N=C(\C)CCC(=O)OC[C@@H]2O[C@H](C#Cc3ccccc3)C=C[C@@H]2Oc2ccc(C)cc2)C=C[C@@H]1OC(C)=O. The result is 0 (non-inhibitor).